This data is from Catalyst prediction with 721,799 reactions and 888 catalyst types from USPTO. The task is: Predict which catalyst facilitates the given reaction. (1) Reactant: Br[C:2]1[CH:10]=[CH:9][CH:8]=[C:7]2[C:3]=1[CH2:4][CH2:5][N:6]2[C:11]([C:13]1[CH:18]=[C:17]([S:19]([CH3:22])(=[O:21])=[O:20])[CH:16]=[CH:15][C:14]=1[O:23][C@@H:24]([CH3:29])[C:25]([F:28])([F:27])[F:26])=[O:12].[NH:30]1[CH2:35][CH2:34][O:33][CH2:32][CH2:31]1.C1C=CC(P(C2C(C3C(P(C4C=CC=CC=4)C4C=CC=CC=4)=CC=C4C=3C=CC=C4)=C3C(C=CC=C3)=CC=2)C2C=CC=CC=2)=CC=1. Product: [CH3:22][S:19]([C:17]1[CH:16]=[CH:15][C:14]([O:23][C@@H:24]([CH3:29])[C:25]([F:27])([F:28])[F:26])=[C:13]([C:11]([N:6]2[C:7]3[C:3](=[C:2]([N:30]4[CH2:35][CH2:34][O:33][CH2:32][CH2:31]4)[CH:10]=[CH:9][CH:8]=3)[CH2:4][CH2:5]2)=[O:12])[CH:18]=1)(=[O:20])=[O:21]. The catalyst class is: 11. (2) Reactant: C[CH2:2][N:3](C(C)C)C(C)C.NC.Cl.[Cl:13][C:14]1[CH:19]=[C:18]([C:20](=[O:24])[N:21]([CH3:23])[CH3:22])[CH:17]=[CH:16][C:15]=1[N:25]([CH3:45])[C:26]([C:28]1[S:44][C:31]2[C:32]3[CH:40]=[CH:39][C:38]([C:41]([OH:43])=O)=[CH:37][C:33]=3[O:34][CH2:35][CH2:36][C:30]=2[CH:29]=1)=[O:27].CN(C(ON1N=NC2C=CC=NC1=2)=[N+](C)C)C.F[P-](F)(F)(F)(F)F. Product: [Cl:13][C:14]1[CH:19]=[C:18]([C:20](=[O:24])[N:21]([CH3:23])[CH3:22])[CH:17]=[CH:16][C:15]=1[N:25]([CH3:45])[C:26]([C:28]1[S:44][C:31]2[C:32]3[CH:40]=[CH:39][C:38]([C:41]([NH:3][CH3:2])=[O:43])=[CH:37][C:33]=3[O:34][CH2:35][CH2:36][C:30]=2[CH:29]=1)=[O:27]. The catalyst class is: 1. (3) Reactant: [Br:1]Br.[F:3][C:4]1[CH:9]=[CH:8][CH:7]=[CH:6][C:5]=1[N:10]1[C:14]2=[N:15][C:16]([OH:19])=[CH:17][CH:18]=[C:13]2[N:12]=[N:11]1.O. Product: [F:3][C:4]1[CH:9]=[CH:8][CH:7]=[CH:6][C:5]=1[N:10]1[C:14]2=[N:15][C:16]([OH:19])=[C:17]([Br:1])[CH:18]=[C:13]2[N:12]=[N:11]1. The catalyst class is: 15. (4) Reactant: C(N(CC)CC)C.Cl[C:9]1[N:14]=[CH:13][C:12]([C:15]([NH:17][CH2:18][CH3:19])=[O:16])=[CH:11][N:10]=1.Cl.[NH:21]1[CH2:26][CH2:25][CH2:24][C@H:23]([OH:27])[CH2:22]1. Product: [CH2:18]([NH:17][C:15]([C:12]1[CH:11]=[N:10][C:9]([N:21]2[CH2:26][CH2:25][CH2:24][C@H:23]([OH:27])[CH2:22]2)=[N:14][CH:13]=1)=[O:16])[CH3:19]. The catalyst class is: 10. (5) Reactant: [C:1]([C:3]1[CH:8]=[CH:7][C:6]([N:9]2[C:13]([C:14]3[CH:15]=[C:16]([C:32]([O:34]CC)=[O:33])[C:17](=[O:31])[N:18]([C:21]4[CH:26]=[CH:25][CH:24]=[C:23]([C:27]([F:30])([F:29])[F:28])[CH:22]=4)[C:19]=3[CH3:20])=[CH:12][CH:11]=[N:10]2)=[CH:5][CH:4]=1)#[N:2].[Li+].[OH-]. Product: [C:1]([C:3]1[CH:4]=[CH:5][C:6]([N:9]2[C:13]([C:14]3[CH:15]=[C:16]([C:32]([OH:34])=[O:33])[C:17](=[O:31])[N:18]([C:21]4[CH:26]=[CH:25][CH:24]=[C:23]([C:27]([F:30])([F:28])[F:29])[CH:22]=4)[C:19]=3[CH3:20])=[CH:12][CH:11]=[N:10]2)=[CH:7][CH:8]=1)#[N:2]. The catalyst class is: 1. (6) Reactant: [CH2:1]([N:4]1[CH:8]=[CH:7][N:6]=[CH:5]1)[CH2:2][CH3:3].[Cl:9][CH2:10][CH:11]([OH:14])[CH2:12][OH:13]. Product: [Cl-:9].[OH:14][CH:11]([CH2:12][OH:13])[CH2:10][N+:6]1[CH:7]=[CH:8][N:4]([CH2:1][CH2:2][CH3:3])[CH:5]=1. The catalyst class is: 5.